Dataset: Full USPTO retrosynthesis dataset with 1.9M reactions from patents (1976-2016). Task: Predict the reactants needed to synthesize the given product. Given the product [CH2:1]([O:3][C:4]([C:6]1([C:9]2[CH:14]=[CH:13][C:12]([C:15]3[CH:20]=[CH:19][C:18]([C:21]4[O:25][N:24]=[C:23]([CH3:26])[C:22]=4[NH:27][C:28]4[CH:33]=[CH:32][CH:31]=[C:30]([C:41]5[CH:40]=[CH:39][CH:38]=[C:37]([O:36][CH3:35])[CH:42]=5)[N:29]=4)=[CH:17][CH:16]=3)=[CH:11][CH:10]=2)[CH2:8][CH2:7]1)=[O:5])[CH3:2], predict the reactants needed to synthesize it. The reactants are: [CH2:1]([O:3][C:4]([C:6]1([C:9]2[CH:14]=[CH:13][C:12]([C:15]3[CH:20]=[CH:19][C:18]([C:21]4[O:25][N:24]=[C:23]([CH3:26])[C:22]=4[NH:27][C:28]4[CH:33]=[CH:32][CH:31]=[C:30](Br)[N:29]=4)=[CH:17][CH:16]=3)=[CH:11][CH:10]=2)[CH2:8][CH2:7]1)=[O:5])[CH3:2].[CH3:35][O:36][C:37]1[CH:38]=[C:39](B(O)O)[CH:40]=[CH:41][CH:42]=1.